The task is: Predict the reaction yield, written as a fraction of the theoretical maximum amount of product (1.0 means a 100% yield; for example, 0.34 means a 34% yield).. This data is from Reaction yield outcomes from USPTO patents with 853,638 reactions. (1) The reactants are [CH3:1][N:2]1[C:10]2[C:5](=[CH:6][C:7]([OH:11])=[CH:8][CH:9]=2)[CH2:4][CH2:3]1.[H-].[Na+].[CH:14]([C:17]1[CH:22]=[CH:21][C:20]([N:23]=[C:24]=[O:25])=[CH:19][CH:18]=1)([CH3:16])[CH3:15]. The catalyst is C(OCC)C. The product is [CH:14]([C:17]1[CH:22]=[CH:21][C:20]([NH:23][C:24](=[O:25])[O:11][C:7]2[CH:6]=[C:5]3[C:10](=[CH:9][CH:8]=2)[N:2]([CH3:1])[CH2:3][CH2:4]3)=[CH:19][CH:18]=1)([CH3:16])[CH3:15]. The yield is 0.140. (2) The reactants are [NH2:1][C:2]1[CH:7]=[CH:6][C:5]([F:8])=[CH:4][C:3]=1[NH:9][C@H:10]1[CH2:15][CH2:14][C@H:13]([C:16]#[N:17])[CH2:12][CH2:11]1.[C:18]([O:22][C:23]([NH:25][C@@H:26]([CH3:30])[C:27](O)=[O:28])=[O:24])([CH3:21])([CH3:20])[CH3:19].C1C=NC2N(O)N=NC=2C=1.CN1CCOCC1.Cl.CN(C)CCCN=C=NCC. The catalyst is C1COCC1. The product is [C:18]([O:22][C:23](=[O:24])[NH:25][C@H:26]([C:27](=[O:28])[NH:1][C:2]1[CH:7]=[CH:6][C:5]([F:8])=[CH:4][C:3]=1[NH:9][C@H:10]1[CH2:11][CH2:12][C@H:13]([C:16]#[N:17])[CH2:14][CH2:15]1)[CH3:30])([CH3:19])([CH3:20])[CH3:21]. The yield is 0.600. (3) The reactants are [CH2:1]([O:3][C:4](=[O:19])[CH:5]=[CH:6][C:7]1[CH:8]=[C:9]2[C:14](=[CH:15][CH:16]=1)[O:13][C:12]([CH3:18])([CH3:17])[CH2:11][CH2:10]2)[CH3:2].[H][H]. The catalyst is CO.[Pd]. The yield is 0.790. The product is [CH2:1]([O:3][C:4](=[O:19])[CH2:5][CH2:6][C:7]1[CH:8]=[C:9]2[C:14](=[CH:15][CH:16]=1)[O:13][C:12]([CH3:18])([CH3:17])[CH2:11][CH2:10]2)[CH3:2]. (4) The reactants are [CH2:1]([O:8][C:9]1[N:14]=[CH:13][C:12]([OH:15])=[CH:11][CH:10]=1)[C:2]1[CH:7]=[CH:6][CH:5]=[CH:4][CH:3]=1.[H-].[Na+].[CH3:18][O:19][CH2:20]Cl. The catalyst is CN(C=O)C. The product is [CH2:1]([O:8][C:9]1[CH:10]=[CH:11][C:12]([O:15][CH2:18][O:19][CH3:20])=[CH:13][N:14]=1)[C:2]1[CH:3]=[CH:4][CH:5]=[CH:6][CH:7]=1. The yield is 0.870. (5) The reactants are [CH3:1][NH:2][C:3]1[CH:8]=[CH:7][C:6]([N+:9]([O-:11])=[O:10])=[CH:5][CH:4]=1.[Br:12]Br.C([O-])(O)=O.[Na+]. The catalyst is CC(O)=O.C(Cl)(Cl)Cl. The product is [Br:12][C:4]1[CH:5]=[C:6]([N+:9]([O-:11])=[O:10])[CH:7]=[CH:8][C:3]=1[NH:2][CH3:1].[Br:12][C:4]1[CH:5]=[C:6]([N+:9]([O-:11])=[O:10])[CH:7]=[CH:8][C:3]=1[NH:2][CH3:1]. The yield is 0.990. (6) The catalyst is CN(C=O)C. The reactants are [F:1][C:2]1[CH:3]=[CH:4][C:5]([O:10][C:11]2[CH:25]=[CH:24][C:14]3[C:15]([CH2:18][N:19]4[CH2:23][CH2:22][CH2:21][CH2:20]4)=[N:16][O:17][C:13]=3[CH:12]=2)=[C:6]([CH:9]=1)[CH2:7][NH2:8].FC(F)(F)C[O:29][C:30](=O)[NH:31][C:32]1[N:33]([CH3:41])[N:34]=[C:35]([C:37]([CH3:40])([CH3:39])[CH3:38])[CH:36]=1.C(N(C(C)C)CC)(C)C. The product is [C:37]([C:35]1[CH:36]=[C:32]([NH:31][C:30]([NH:8][CH2:7][C:6]2[CH:9]=[C:2]([F:1])[CH:3]=[CH:4][C:5]=2[O:10][C:11]2[CH:25]=[CH:24][C:14]3[C:15]([CH2:18][N:19]4[CH2:20][CH2:21][CH2:22][CH2:23]4)=[N:16][O:17][C:13]=3[CH:12]=2)=[O:29])[N:33]([CH3:41])[N:34]=1)([CH3:40])([CH3:38])[CH3:39]. The yield is 0.390. (7) The product is [Cl:1][C:2]1[NH:10][C:9]2[C:8](=[O:14])[N:7]([CH2:15][C:16]#[N:17])[C:6](=[O:18])[N:5]([CH2:19][C:20]#[N:21])[C:4]=2[N:3]=1. No catalyst specified. The reactants are [Cl:1][C:2]1[N:10](CC=C)[C:9]2[C:8](=[O:14])[N:7]([CH2:15][C:16]#[N:17])[C:6](=[O:18])[N:5]([CH2:19][C:20]#[N:21])[C:4]=2[N:3]=1.ClC1NC2C(=O)NC(=O)N(CC#N)C=2N=1. The yield is 0.0400. (8) The reactants are O[C:2]1[CH:7]=[CH:6][CH:5]=[CH:4][C:3]=1[C:8](=[O:10])[CH3:9].[Br:11][CH2:12][CH2:13]Br.C(=O)([O-])[O-:16].[K+].[K+]. The catalyst is CN(C)C=O. The product is [Br:11][CH2:12][CH2:13][O:16][C:6]1[CH:5]=[CH:4][C:3]([C:8](=[O:10])[CH3:9])=[CH:2][CH:7]=1. The yield is 0.390. (9) The reactants are Cl[CH2:2][C:3](Cl)=[O:4].[C:6]1([C@H:12]([NH:14][CH:15]2[CH2:19][O:18][CH2:17][CH:16]2[OH:20])[CH3:13])[CH:11]=[CH:10][CH:9]=[CH:8][CH:7]=1.C(N(CC)CC)C.[OH-].[K+]. The catalyst is ClCCl.O. The product is [C:6]1([C@H:12]([N:14]2[CH:15]3[CH:16]([CH2:17][O:18][CH2:19]3)[O:20][CH2:2][C:3]2=[O:4])[CH3:13])[CH:11]=[CH:10][CH:9]=[CH:8][CH:7]=1. The yield is 0.640. (10) The reactants are Br[C:2]1[CH:3]=[C:4]2[C:8](=[C:9]([CH3:11])[CH:10]=1)[NH:7][CH:6]=[C:5]2[CH3:12].[C:13](=O)([O-:15])[O-:14].[Na+].[Na+]. The catalyst is O1CCOCC1.O.CC1C(P(C2C([CH2-])=CC=CC=2)C2C(C)=CC=CC=2)=CC=CC=1.CC1C(P(C2C([CH2-])=CC=CC=2)C2C(C)=CC=CC=2)=CC=CC=1.CC(O)=O.CC(O)=O.[Pd].[Pd].[C-]#[O+].[C-]#[O+].[C-]#[O+].[C-]#[O+].[C-]#[O+].[C-]#[O+].[Mo]. The product is [CH3:12][C:5]1[C:4]2[C:8](=[C:9]([CH3:11])[CH:10]=[C:2]([C:13]([OH:15])=[O:14])[CH:3]=2)[NH:7][CH:6]=1. The yield is 0.930.